This data is from Reaction yield outcomes from USPTO patents with 853,638 reactions. The task is: Predict the reaction yield, written as a fraction of the theoretical maximum amount of product (1.0 means a 100% yield; for example, 0.34 means a 34% yield). (1) The reactants are [OH:1][C:2]1[CH:3]=[C:4]2[C:9](=[CH:10][CH:11]=1)[NH:8][C:7](=[O:12])[CH2:6][CH2:5]2.[CH:13]1([N:19]2[C:23]([CH2:24][CH2:25][CH2:26][CH2:27]Cl)=[N:22][N:21]=[N:20]2)[CH2:18][CH2:17][CH2:16][CH2:15][CH2:14]1.C(=O)([O-])[O-].[K+].[K+].[OH-].[Na+]. The catalyst is S([O-])([O-])=O.[Na+].[Na+].CO. The product is [CH:11]1[C:2]([O:1][CH2:27][CH2:26][CH2:25][CH2:24][C:23]2[N:19]([CH:13]3[CH2:18][CH2:17][CH2:16][CH2:15][CH2:14]3)[N:20]=[N:21][N:22]=2)=[CH:3][C:4]2[CH2:5][CH2:6][C:7]([NH:8][C:9]=2[CH:10]=1)=[O:12]. The yield is 0.915. (2) The reactants are [OH:1][C:2]1[CH:7]=[CH:6][C:5]([C:8]2[CH:9]=[CH:10][C:11]3[O:15][C:14]([C:16]([O:18]C)=[O:17])=[CH:13][C:12]=3[CH:20]=2)=[CH:4][CH:3]=1.Cl[CH2:22][C:23]1[C:24]([C:31]2[C:36]([Cl:37])=[CH:35][CH:34]=[CH:33][C:32]=2[Cl:38])=[N:25][O:26][C:27]=1[CH:28]([CH3:30])[CH3:29].C(=O)([O-])[O-].[K+].[K+].[OH-].[Na+]. The catalyst is CN(C)C=O.C(OCC)(=O)C. The product is [Cl:38][C:32]1[CH:33]=[CH:34][CH:35]=[C:36]([Cl:37])[C:31]=1[C:24]1[C:23]([CH2:22][O:1][C:2]2[CH:3]=[CH:4][C:5]([C:8]3[CH:9]=[CH:10][C:11]4[O:15][C:14]([C:16]([OH:18])=[O:17])=[CH:13][C:12]=4[CH:20]=3)=[CH:6][CH:7]=2)=[C:27]([CH:28]([CH3:30])[CH3:29])[O:26][N:25]=1. The yield is 0.500. (3) The reactants are [F:1][C:2]1[CH:23]=[CH:22][C:5]([CH:6]=[C:7]2[C:16](=O)[C:15]3[C:10](=[CH:11][C:12]([C:18]([O:20]C)=[O:19])=[CH:13][CH:14]=3)[O:9][CH2:8]2)=[CH:4][CH:3]=1.Cl.[Cl:25][C:26]1[CH:33]=[C:32]([NH:34][NH2:35])[CH:31]=[CH:30][C:27]=1[C:28]#[N:29].O1CCCC1. No catalyst specified. The product is [Cl:25][C:26]1[CH:33]=[C:32]([N:34]2[CH:6]([C:5]3[CH:4]=[CH:3][C:2]([F:1])=[CH:23][CH:22]=3)[CH:7]3[CH2:8][O:9][C:10]4[CH:11]=[C:12]([C:18]([OH:20])=[O:19])[CH:13]=[CH:14][C:15]=4[C:16]3=[N:35]2)[CH:31]=[CH:30][C:27]=1[C:28]#[N:29]. The yield is 0.180. (4) The reactants are C(N(CC)CC)C.C(O)=O.[CH3:11][C@H:12]1[C:20]2[C:19]([N:21]3[CH2:26][CH2:25][N:24]([C:27]([O:29][C:30]([CH3:33])([CH3:32])[CH3:31])=[O:28])[CH2:23][CH2:22]3)=[N:18][CH:17]=[N:16][C:15]=2[C:14](=[O:34])[CH2:13]1.O[C@H]1C2N=CN=C(N3CCN(C(OC(C)(C)C)=O)CC3)C=2[C@H](C)C1. The catalyst is C(Cl)Cl. The product is [OH:34][C@@H:14]1[C:15]2[N:16]=[CH:17][N:18]=[C:19]([N:21]3[CH2:26][CH2:25][N:24]([C:27]([O:29][C:30]([CH3:33])([CH3:32])[CH3:31])=[O:28])[CH2:23][CH2:22]3)[C:20]=2[C@H:12]([CH3:11])[CH2:13]1. The yield is 0.953. (5) The reactants are [I-].[Na+].[C:3]([C:5]1[CH:6]=[C:7]([C:11]2[CH:23]=[CH:22][C:14]3[NH:15][C:16](=[O:21])[O:17][C:18]([CH3:20])([CH3:19])[C:13]=3[CH:12]=2)[CH:8]=[CH:9][CH:10]=1)#[CH:4].Cl[Si](C)(C)C.Cl.[C:30](#[N:32])C. The catalyst is O.CS(C)=O. The product is [CH3:19][C:18]1([CH3:20])[O:17][C:16](=[O:21])[NH:15][C:14]2[CH:22]=[CH:23][C:11]([C:7]3[CH:6]=[C:5]([C:3]#[C:4][C:30]#[N:32])[CH:10]=[CH:9][CH:8]=3)=[CH:12][C:13]1=2. The yield is 0.0460. (6) The reactants are [Cl:1][C:2]1[CH:3]=[CH:4][C:5](F)=[C:6]([CH:24]=1)[C:7]([N:9]1[CH2:14][CH2:13][N:12]([C:15]([O:17][C:18]([CH3:21])([CH3:20])[CH3:19])=[O:16])[CH2:11][CH:10]1[CH2:22][OH:23])=[O:8].[H-].[Na+]. The catalyst is CN(C)C=O. The product is [Cl:1][C:2]1[CH:3]=[CH:4][C:5]2[O:23][CH2:22][CH:10]3[CH2:11][N:12]([C:15]([O:17][C:18]([CH3:21])([CH3:20])[CH3:19])=[O:16])[CH2:13][CH2:14][N:9]3[C:7](=[O:8])[C:6]=2[CH:24]=1. The yield is 0.768. (7) The reactants are Br[C:2]1[CH:7]=[CH:6][C:5]([C:8](=[C:16]2[CH2:21][C:20]([CH3:23])([CH3:22])[CH2:19][C:18]([CH3:25])([CH3:24])[CH2:17]2)[C:9]2[CH:14]=[CH:13][C:12]([OH:15])=[CH:11][CH:10]=2)=[CH:4][CH:3]=1.[C:26]([O:30][CH2:31][CH3:32])(=[O:29])[CH:27]=[CH2:28].CCN(CC)CC. The catalyst is CCOCC.CN(C=O)C.CCOC(C)=O.Cl[Pd](Cl)([P](C1C=CC=CC=1)(C1C=CC=CC=1)C1C=CC=CC=1)[P](C1C=CC=CC=1)(C1C=CC=CC=1)C1C=CC=CC=1. The product is [OH:15][C:12]1[CH:11]=[CH:10][C:9]([C:8](=[C:16]2[CH2:17][C:18]([CH3:25])([CH3:24])[CH2:19][C:20]([CH3:23])([CH3:22])[CH2:21]2)[C:5]2[CH:4]=[CH:3][C:2](/[CH:28]=[CH:27]/[C:26]([O:30][CH2:31][CH3:32])=[O:29])=[CH:7][CH:6]=2)=[CH:14][CH:13]=1. The yield is 0.750. (8) The reactants are [CH:1]1([CH2:4][N:5]2[CH2:10][CH2:9][CH:8]([N:11]([CH3:32])[C:12](=[O:31])[CH2:13][O:14][C:15]3[N:20]=[C:19]([CH3:21])[C:18]([NH:22]C(=O)OC(C)(C)C)=[C:17]([CH3:30])[N:16]=3)[CH2:7][CH2:6]2)[CH2:3][CH2:2]1.Cl.[OH-].[Na+]. The catalyst is C(Cl)(Cl)Cl. The product is [NH2:22][C:18]1[C:19]([CH3:21])=[N:20][C:15]([O:14][CH2:13][C:12]([N:11]([CH:8]2[CH2:9][CH2:10][N:5]([CH2:4][CH:1]3[CH2:3][CH2:2]3)[CH2:6][CH2:7]2)[CH3:32])=[O:31])=[N:16][C:17]=1[CH3:30]. The yield is 0.620. (9) The reactants are [Cl:1][C:2]1[N:7]=[C:6](Cl)[C:5]([N+:9]([O-:11])=[O:10])=[CH:4][N:3]=1.[CH2:12]([N:14]1[CH:18]=[C:17]([NH2:19])[CH:16]=[N:15]1)[CH3:13]. The catalyst is O1CCOCC1. The product is [Cl:1][C:2]1[N:7]=[C:6]([NH:19][C:17]2[CH:16]=[N:15][N:14]([CH2:12][CH3:13])[CH:18]=2)[C:5]([N+:9]([O-:11])=[O:10])=[CH:4][N:3]=1. The yield is 0.570. (10) The reactants are [CH3:1][CH:2]([N:4]1[C:12](/[CH:13]=[CH:14]/[C@H:15]([OH:24])[CH2:16][C@H:17]([OH:23])[CH2:18][C:19]([O:21]C)=[O:20])=[C:11]([C:25]2[CH:30]=[CH:29][C:28]([F:31])=[CH:27][CH:26]=2)[C:10]2[C:5]1=[CH:6][CH:7]=[CH:8][CH:9]=2)[CH3:3].O.[OH-].[Na+:34]. The catalyst is C1COCC1. The product is [CH3:3][CH:2]([N:4]1[C:12](/[CH:13]=[CH:14]/[CH:15]([OH:24])[CH2:16][CH:17]([OH:23])[CH2:18][C:19]([O-:21])=[O:20])=[C:11]([C:25]2[CH:26]=[CH:27][C:28]([F:31])=[CH:29][CH:30]=2)[C:10]2[CH:9]=[CH:8][CH:7]=[CH:6][C:5]1=2)[CH3:1].[Na+:34]. The yield is 0.820.